From a dataset of Forward reaction prediction with 1.9M reactions from USPTO patents (1976-2016). Predict the product of the given reaction. (1) Given the reactants [NH2:1][C:2]1[CH:7]=[CH:6][C:5]([CH3:8])=[CH:4][CH:3]=1.[C:9](Cl)(=[O:18])[CH:10]=[CH:11]C1C=CC=CC=1, predict the reaction product. The product is: [CH3:8][C:5]1[CH:4]=[C:3]2[C:2](=[CH:7][CH:6]=1)[NH:1][C:9](=[O:18])[CH:10]=[CH:11]2. (2) Given the reactants [F:1][C:2]1[CH:7]=[C:6]([CH3:8])[CH:5]=[CH:4][C:3]=1[NH:9][C:10]1[C:11]([NH2:16])=[CH:12][CH:13]=[CH:14][CH:15]=1.[S:17](N)(N)(=[O:19])=[O:18].S(=O)(=O)(O)N, predict the reaction product. The product is: [F:1][C:2]1[CH:7]=[C:6]([CH3:8])[CH:5]=[CH:4][C:3]=1[N:9]1[C:10]2[CH:15]=[CH:14][CH:13]=[CH:12][C:11]=2[NH:16][S:17]1(=[O:19])=[O:18]. (3) Given the reactants S(Cl)(Cl)=O.[NH2:5][C:6]1[C:11]([Cl:12])=[C:10]([C:13]([OH:15])=[O:14])[N:9]=[C:8]([C:16]2[S:17][C:18]([Cl:21])=[CH:19][CH:20]=2)[N:7]=1.[CH2:22](O)[CH3:23], predict the reaction product. The product is: [NH2:5][C:6]1[C:11]([Cl:12])=[C:10]([C:13]([O:15][CH2:22][CH3:23])=[O:14])[N:9]=[C:8]([C:16]2[S:17][C:18]([Cl:21])=[CH:19][CH:20]=2)[N:7]=1.